From a dataset of Catalyst prediction with 721,799 reactions and 888 catalyst types from USPTO. Predict which catalyst facilitates the given reaction. (1) Reactant: [NH2:1][C:2]1[CH:3]=[C:4]([C:8]2[CH2:9][CH2:10][N:11]([C:14]([O:16][C:17]([CH3:20])([CH3:19])[CH3:18])=[O:15])[CH2:12][CH:13]=2)[CH:5]=[CH:6][CH:7]=1.[H][H]. Product: [NH2:1][C:2]1[CH:3]=[C:4]([CH:8]2[CH2:9][CH2:10][N:11]([C:14]([O:16][C:17]([CH3:20])([CH3:19])[CH3:18])=[O:15])[CH2:12][CH2:13]2)[CH:5]=[CH:6][CH:7]=1. The catalyst class is: 29. (2) Reactant: C(OC(=O)[NH:7][CH2:8][CH2:9][C:10]1[CH:15]=[CH:14][C:13]([O:16][C:17]2[CH:22]=[CH:21][C:20]([C:23]([F:26])([F:25])[F:24])=[CH:19][N:18]=2)=[CH:12][CH:11]=1)(C)(C)C.C(O)(C(F)(F)F)=O. Product: [F:25][C:23]([F:24])([F:26])[C:20]1[CH:21]=[CH:22][C:17]([O:16][C:13]2[CH:14]=[CH:15][C:10]([CH2:9][CH2:8][NH2:7])=[CH:11][CH:12]=2)=[N:18][CH:19]=1. The catalyst class is: 793. (3) Reactant: Br[C:2]1[CH:7]=[CH:6][C:5]([N:8]([C:13]2[C:32]([CH:33]3[CH2:35][CH2:34]3)=[CH:31][C:16]3[C:17]([C:27]([NH:29][CH3:30])=[O:28])=[C:18]([C:20]4[CH:25]=[CH:24][C:23]([F:26])=[CH:22][CH:21]=4)[O:19][C:15]=3[CH:14]=2)[S:9]([CH3:12])(=[O:11])=[O:10])=[C:4]([F:36])[CH:3]=1.C([O-])(=O)C.[K+].[B:42]1([B:42]2[O:46][C:45]([CH3:48])([CH3:47])[C:44]([CH3:50])([CH3:49])[O:43]2)[O:46][C:45]([CH3:48])([CH3:47])[C:44]([CH3:50])([CH3:49])[O:43]1. Product: [CH:33]1([C:32]2[C:13]([N:8]([C:5]3[CH:6]=[CH:7][C:2]([B:42]4[O:46][C:45]([CH3:48])([CH3:47])[C:44]([CH3:50])([CH3:49])[O:43]4)=[CH:3][C:4]=3[F:36])[S:9]([CH3:12])(=[O:11])=[O:10])=[CH:14][C:15]3[O:19][C:18]([C:20]4[CH:25]=[CH:24][C:23]([F:26])=[CH:22][CH:21]=4)=[C:17]([C:27]([NH:29][CH3:30])=[O:28])[C:16]=3[CH:31]=2)[CH2:34][CH2:35]1. The catalyst class is: 75.